Predict the reaction yield, written as a fraction of the theoretical maximum amount of product (1.0 means a 100% yield; for example, 0.34 means a 34% yield). From a dataset of Reaction yield outcomes from USPTO patents with 853,638 reactions. (1) The reactants are [O:1]1[C:5]2[CH:6]=[CH:7][C:8]([C:10]34[CH2:18][CH2:17][CH:16]([NH2:19])[CH2:15][CH:14]3[N:13]([CH2:20][C:21]3[CH:26]=[CH:25][CH:24]=[CH:23][CH:22]=3)[CH2:12][CH2:11]4)=[CH:9][C:4]=2[O:3][CH2:2]1.[Cl:27][C:28]1[CH:29]=[C:30]([N:34]=[C:35]=[O:36])[CH:31]=[CH:32][CH:33]=1. The catalyst is C(Cl)(Cl)Cl. The product is [O:1]1[C:5]2[CH:6]=[CH:7][C:8]([C@@:10]34[CH2:18][CH2:17][C@H:16]([NH:19][C:35]([NH:34][C:30]5[CH:31]=[CH:32][CH:33]=[C:28]([Cl:27])[CH:29]=5)=[O:36])[CH2:15][C@@H:14]3[N:13]([CH2:20][C:21]3[CH:22]=[CH:23][CH:24]=[CH:25][CH:26]=3)[CH2:12][CH2:11]4)=[CH:9][C:4]=2[O:3][CH2:2]1.[O:1]1[C:5]2[CH:6]=[CH:7][C:8]([C@@:10]34[CH2:18][CH2:17][C@@H:16]([NH:19][C:35]([NH:34][C:30]5[CH:31]=[CH:32][CH:33]=[C:28]([Cl:27])[CH:29]=5)=[O:36])[CH2:15][C@@H:14]3[N:13]([CH2:20][C:21]3[CH:22]=[CH:23][CH:24]=[CH:25][CH:26]=3)[CH2:12][CH2:11]4)=[CH:9][C:4]=2[O:3][CH2:2]1. The yield is 0.330. (2) The reactants are [C:1]([CH2:3][P:4](=[O:11])([O:8][CH2:9][CH3:10])[O:5][CH2:6][CH3:7])#[N:2].[NH2:12][OH:13].Cl.C([O-])([O-])=O.[Na+].[Na+]. The catalyst is CCO.O. The product is [NH2:2][C:1](=[N:12][OH:13])[CH2:3][P:4](=[O:11])([O:8][CH2:9][CH3:10])[O:5][CH2:6][CH3:7]. The yield is 0.880. (3) The reactants are [I:1][C:2]1[C:10]2[C:9](=[O:11])[NH:8][CH:7]=[N:6][C:5]=2[N:4]([CH3:12])[CH:3]=1.C(=O)([O-])[O-].[K+].[K+].[F:19][C:20]([F:24])([F:23])[CH2:21]I. The catalyst is CN(C=O)C. The product is [I:1][C:2]1[C:10]2[C:9](=[O:11])[N:8]([CH2:21][C:20]([F:24])([F:23])[F:19])[CH:7]=[N:6][C:5]=2[N:4]([CH3:12])[CH:3]=1. The yield is 0.770.